The task is: Predict the product of the given reaction.. This data is from Forward reaction prediction with 1.9M reactions from USPTO patents (1976-2016). (1) Given the reactants [H-].[Na+].[C:3](#[N:5])[CH3:4].C([O:8][C:9](=O)[C:10]([CH3:14])([CH3:13])[CH2:11][CH3:12])C, predict the reaction product. The product is: [CH3:13][C:10]([CH3:14])([CH2:11][CH3:12])[C:9](=[O:8])[CH2:4][C:3]#[N:5]. (2) Given the reactants Cl.[NH2:2][OH:3].[OH-].[K+].C[O:7][C:8]([CH:10]([NH:15][C:16](=[O:22])[O:17][C:18]([CH3:21])([CH3:20])[CH3:19])[CH2:11][CH:12]([CH3:14])[CH3:13])=O.O, predict the reaction product. The product is: [OH:3][NH:2][C:8]([CH:10]([NH:15][C:16](=[O:22])[O:17][C:18]([CH3:21])([CH3:20])[CH3:19])[CH2:11][CH:12]([CH3:14])[CH3:13])=[O:7]. (3) Given the reactants [CH2:1]([O:5][C:6]1[C:7](=[O:18])[O:8][C:9]2[C:16]([OH:17])=[CH:15][CH:14]=[CH:13][C:10]=2[C:11]=1[OH:12])[CH2:2][CH2:3][CH3:4].Br[CH2:20][CH2:21][C:22]([O:24][CH2:25][CH3:26])=[O:23], predict the reaction product. The product is: [CH2:1]([O:5][C:6]1[C:7](=[O:18])[O:8][C:9]2[C:16]([O:17][CH2:20][CH2:21][C:22]([O:24][CH2:25][CH3:26])=[O:23])=[CH:15][CH:14]=[CH:13][C:10]=2[C:11]=1[OH:12])[CH2:2][CH2:3][CH3:4]. (4) Given the reactants [O:1]1[C:5]2([CH2:10][CH2:9][C:8]([C:11]3[N:12]=[CH:13][C:14]([NH2:17])=[N:15][CH:16]=3)=[CH:7][CH2:6]2)[O:4][CH2:3][CH2:2]1.[H][H], predict the reaction product. The product is: [O:4]1[C:5]2([CH2:10][CH2:9][CH:8]([C:11]3[N:12]=[CH:13][C:14]([NH2:17])=[N:15][CH:16]=3)[CH2:7][CH2:6]2)[O:1][CH2:2][CH2:3]1. (5) Given the reactants [N+:1]([C:4]1[CH:8]=[C:7]([C:9](O)=[O:10])[NH:6][N:5]=1)([O-:3])=[O:2].B.C1COCC1.Cl, predict the reaction product. The product is: [N+:1]([C:4]1[CH:8]=[C:7]([CH2:9][OH:10])[NH:6][N:5]=1)([O-:3])=[O:2]. (6) Given the reactants CC1(C)O[C:6](=[O:8])[C:5](=[CH:9][NH:10][C:11]2[CH:19]=[CH:18][C:14]([C:15]([OH:17])=[O:16])=[CH:13][C:12]=2[CH3:20])C(=O)O1, predict the reaction product. The product is: [OH:8][C:6]1[C:19]2[C:11](=[C:12]([CH3:20])[CH:13]=[C:14]([C:15]([OH:17])=[O:16])[CH:18]=2)[N:10]=[CH:9][CH:5]=1.